Dataset: Reaction yield outcomes from USPTO patents with 853,638 reactions. Task: Predict the reaction yield, written as a fraction of the theoretical maximum amount of product (1.0 means a 100% yield; for example, 0.34 means a 34% yield). (1) The reactants are [C:1]([O:5][C:6](=[O:20])[NH:7][C:8]1[CH:13]=[CH:12][C:11]([CH2:14][CH2:15][CH3:16])=[C:10]([N+:17]([O-:19])=[O:18])[CH:9]=1)([CH3:4])([CH3:3])[CH3:2].[CH3:21]I. The catalyst is CN(C=O)C. The product is [C:1]([O:5][C:6](=[O:20])[N:7]([CH3:21])[C:8]1[CH:13]=[CH:12][C:11]([CH2:14][CH2:15][CH3:16])=[C:10]([N+:17]([O-:19])=[O:18])[CH:9]=1)([CH3:2])([CH3:3])[CH3:4]. The yield is 0.520. (2) The reactants are [CH3:1][C@@:2]([OH:34])([C:30]([CH3:33])([CH3:32])[CH3:31])[C@@H:3]1[C@:8]2([O:28][CH3:29])[C@@H:9]3[O:23][C:18]4=[C:19]([OH:22])[CH:20]=[CH:21][C:16]5=[C:17]4[C@:10]43[CH2:11][CH2:12][N:13]([CH2:24][CH:25]3[CH2:27][CH2:26]3)[C@H:14]([CH2:15]5)[C@@:5]4([CH2:6][CH2:7]2)[CH2:4]1.[ClH:35]. The product is [CH3:1][C@@:2]([OH:34])([C:30]([CH3:33])([CH3:32])[CH3:31])[C@@H:3]1[C@:8]2([O:28][CH3:29])[C@@H:9]3[O:23][C:18]4=[C:19]([OH:22])[CH:20]=[CH:21][C:16]5=[C:17]4[C@:10]43[CH2:11][CH2:12][N:13]([CH2:24][CH:25]3[CH2:26][CH2:27]3)[C@H:14]([CH2:15]5)[C@@:5]4([CH2:6][CH2:7]2)[CH2:4]1.[ClH:35]. The yield is 0.960. The catalyst is C(O)C. (3) The reactants are [NH:1]1[CH:8]=[CH:7][C:5](=[O:6])[NH:4][C:2]1=[O:3].S(=O)(=O)(O)O.[F:14][C:15](I)([F:17])[F:16].OO. The catalyst is S([O-])([O-])(=O)=O.[Fe+2].CS(C)=O. The product is [F:14][C:15]([F:17])([F:16])[C:7]1[C:5](=[O:6])[NH:4][C:2](=[O:3])[NH:1][CH:8]=1. The yield is 0.970.